This data is from Catalyst prediction with 721,799 reactions and 888 catalyst types from USPTO. The task is: Predict which catalyst facilitates the given reaction. (1) Reactant: [C:1]([CH2:3][NH:4][C:5](=[O:10])[CH2:6][NH:7][CH2:8][CH3:9])#[N:2].FC(F)(F)C(O)=O.[CH3:18][N:19]1[C:31]2[CH2:30][CH2:29][CH:28]([CH:32]3[CH2:37][CH2:36][O:35][CH2:34][CH2:33]3)[CH2:27][C:26]=2[C:25]2[C:20]1=[CH:21][CH:22]=[C:23]([C:38]([OH:40])=O)[CH:24]=2.CCN(C(C)C)C(C)C.CN(C(ON1N=NC2C=CC=NC1=2)=[N+](C)C)C.F[P-](F)(F)(F)(F)F. Product: [C:1]([CH2:3][NH:4][C:5](=[O:10])[CH2:6][N:7]([CH2:8][CH3:9])[C:38]([C:23]1[CH:24]=[C:25]2[C:20](=[CH:21][CH:22]=1)[N:19]([CH3:18])[C:31]1[CH2:30][CH2:29][CH:28]([CH:32]3[CH2:33][CH2:34][O:35][CH2:36][CH2:37]3)[CH2:27][C:26]2=1)=[O:40])#[N:2]. The catalyst class is: 3. (2) Reactant: [C:1]([C:4]1[C:32](=[O:33])[C@@:8]2([CH3:34])[C:9]3[C:15]([OH:16])=[CH:14][C:13]([O:17][CH3:18])=[C:12]([C:19]([NH:21][CH2:22][C:23]4[C:28]([CH3:29])=[CH:27][C:26]([OH:30])=[CH:25][C:24]=4[CH3:31])=[O:20])[C:10]=3[O:11][C:7]2=[CH:6][C:5]=1[OH:35])(=[O:3])[CH3:2].C(=O)([O-])[O-].[K+].[K+].[CH2:42](I)[CH2:43][CH3:44].Cl. Product: [C:1]([C:4]1[C:32](=[O:33])[C@@:8]2([CH3:34])[C:9]3[C:15]([OH:16])=[CH:14][C:13]([O:17][CH3:18])=[C:12]([C:19]([NH:21][CH2:22][C:23]4[C:28]([CH3:29])=[CH:27][C:26]([O:30][CH2:42][CH2:43][CH3:44])=[CH:25][C:24]=4[CH3:31])=[O:20])[C:10]=3[O:11][C:7]2=[CH:6][C:5]=1[OH:35])(=[O:3])[CH3:2]. The catalyst class is: 9. (3) Reactant: [NH2:1][C:2]1[N:7]([CH2:8][CH2:9][CH2:10][CH2:11][CH3:12])[C:6](=[O:13])[NH:5][C:4](=[O:14])[CH:3]=1.CC(O)=O.Cl.[N:20]([O-])=[O:21].[Na+]. Product: [NH2:1][C:2]1[N:7]([CH2:8][CH2:9][CH2:10][CH2:11][CH3:12])[C:6](=[O:13])[NH:5][C:4](=[O:14])[C:3]=1[N:20]=[O:21]. The catalyst class is: 6. (4) Reactant: N[C@H:2]([C:10]([OH:12])=[O:11])[CH2:3][C:4]1[CH:9]=[CH:8][CH:7]=[CH:6][CH:5]=1.O.[NH3:14]. Product: [NH2:14][C@@H:3]([CH2:2][C:10]([OH:12])=[O:11])[C:4]1[CH:9]=[CH:8][CH:7]=[CH:6][CH:5]=1. The catalyst class is: 6. (5) Reactant: [N+:1]([C:4]1[CH:5]=[CH:6][C:7]2[O:12][CH:11]([CH2:13][C:14]([O:16][CH3:17])=[O:15])[CH2:10][NH:9][C:8]=2[CH:18]=1)([O-:3])=[O:2].C(=O)([O-])[O-].[Na+].[Na+].[CH2:25](Br)[C:26]1[CH:31]=[CH:30][CH:29]=[CH:28][CH:27]=1. Product: [CH2:25]([N:9]1[C:8]2[CH:18]=[C:4]([N+:1]([O-:3])=[O:2])[CH:5]=[CH:6][C:7]=2[O:12][CH:11]([CH2:13][C:14]([O:16][CH3:17])=[O:15])[CH2:10]1)[C:26]1[CH:31]=[CH:30][CH:29]=[CH:28][CH:27]=1. The catalyst class is: 39. (6) Reactant: [NH2:1][C:2]1[S:6][C:5]([C:7]2[CH:12]=[CH:11][C:10]([O:13][CH3:14])=[CH:9][CH:8]=2)=[N:4][C:3]=1[C:15]([NH:17][C@@H:18]([CH:23]1[CH2:28][CH2:27][CH2:26][CH2:25][CH2:24]1)[C:19]([O:21][CH3:22])=[O:20])=[O:16].[Cl:29][C:30]1[CH:35]=[CH:34][CH:33]=[C:32]([Cl:36])[C:31]=1[N:37]=[C:38]=[O:39]. Product: [CH:23]1([C@H:18]([NH:17][C:15]([C:3]2[N:4]=[C:5]([C:7]3[CH:12]=[CH:11][C:10]([O:13][CH3:14])=[CH:9][CH:8]=3)[S:6][C:2]=2[NH:1][C:38]([NH:37][C:31]2[C:32]([Cl:36])=[CH:33][CH:34]=[CH:35][C:30]=2[Cl:29])=[O:39])=[O:16])[C:19]([O:21][CH3:22])=[O:20])[CH2:28][CH2:27][CH2:26][CH2:25][CH2:24]1. The catalyst class is: 11.